Dataset: Catalyst prediction with 721,799 reactions and 888 catalyst types from USPTO. Task: Predict which catalyst facilitates the given reaction. (1) Reactant: [CH3:1][O:2][C:3]1[CH:8]=[CH:7][C:6]([C:9]([C:56]2[CH:61]=[CH:60][C:59]([O:62][CH3:63])=[CH:58][CH:57]=2)([C:50]2[CH:55]=[CH:54][CH:53]=[CH:52][CH:51]=2)[O:10][CH2:11][CH2:12][CH2:13][N:14]([C:32]2[CH:37]=[CH:36][C:35]([N:38]=[N:39][C:40]3[CH:45]=[CH:44][C:43]([N+:46]([O-:48])=[O:47])=[CH:42][C:41]=3[Cl:49])=[CH:34][CH:33]=2)[CH2:15][CH2:16][CH2:17][C:18](OC2C(F)=C(F)C(F)=C(F)C=2F)=[O:19])=[CH:5][CH:4]=1.C(N(CC)CC)C.[CH:71]1[C:75]2=[C:76]3[C:80](=[CH:81][CH:82]=[C:74]2[NH:73][CH:72]=1)[NH:79][CH:78]([C:83]([O:85][CH3:86])=[O:84])[CH2:77]3. Product: [CH3:63][O:62][C:59]1[CH:60]=[CH:61][C:56]([C:9]([C:6]2[CH:7]=[CH:8][C:3]([O:2][CH3:1])=[CH:4][CH:5]=2)([C:50]2[CH:51]=[CH:52][CH:53]=[CH:54][CH:55]=2)[O:10][CH2:11][CH2:12][CH2:13][N:14]([C:32]2[CH:37]=[CH:36][C:35]([N:38]=[N:39][C:40]3[CH:45]=[CH:44][C:43]([N+:46]([O-:48])=[O:47])=[CH:42][C:41]=3[Cl:49])=[CH:34][CH:33]=2)[CH2:15][CH2:16][CH2:17][C:18]([N:73]2[C:74]3[C:75](=[C:76]4[C:80](=[CH:81][CH:82]=3)[NH:79][CH:78]([C:83]([O:85][CH3:86])=[O:84])[CH2:77]4)[CH:71]=[CH:72]2)=[O:19])=[CH:57][CH:58]=1. The catalyst class is: 3. (2) Reactant: [OH:1][C:2]1[CH:3]=[C:4]2[C:9](=[CH:10][C:11]=1[O:12][CH3:13])[N:8]=[CH:7][CH:6]=[CH:5]2.Cl[C:15]1[C:24]2[C:19](=[CH:20][C:21]([O:27][CH3:28])=[C:22]([O:25][CH3:26])[CH:23]=2)[N:18]=[CH:17][CH:16]=1.O. Product: [CH3:26][O:25][C:22]1[CH:23]=[C:24]2[C:19](=[CH:20][C:21]=1[O:27][CH3:28])[N:18]=[CH:17][CH:16]=[C:15]2[O:1][C:2]1[CH:3]=[C:4]2[C:9](=[CH:10][C:11]=1[O:12][CH3:13])[N:8]=[CH:7][CH:6]=[CH:5]2. The catalyst class is: 420. (3) Reactant: [CH:1]1[CH:2]=[CH:3][C:4]2[C:13]([C:43]([NH:45][CH2:46][C:47]([F:50])([F:49])[F:48])=[O:44])([CH2:14][CH2:15][CH2:16][CH2:17][N:18]3[CH2:23][CH2:22][CH:21]([NH:24][C:25]([C:27]4[CH:28]=[CH:29][CH:30]=[CH:31][C:32]=4[C:33]4[CH:34]=[CH:35][C:36]([C:39]([F:42])([F:41])[F:40])=[CH:37][CH:38]=4)=[O:26])[CH2:20][CH2:19]3)[C:12]3[CH:11]=[CH:10][CH:9]=[CH:8][C:7]=3[C:5]=2[CH:6]=1.CO.[CH3:53][S:54]([OH:57])(=[O:56])=[O:55]. Product: [CH3:53][S:54]([OH:57])(=[O:56])=[O:55].[CH:9]1[CH:10]=[CH:11][C:12]2[C:13]([C:43]([NH:45][CH2:46][C:47]([F:49])([F:48])[F:50])=[O:44])([CH2:14][CH2:15][CH2:16][CH2:17][N:18]3[CH2:23][CH2:22][CH:21]([NH:24][C:25]([C:27]4[CH:28]=[CH:29][CH:30]=[CH:31][C:32]=4[C:33]4[CH:34]=[CH:35][C:36]([C:39]([F:42])([F:40])[F:41])=[CH:37][CH:38]=4)=[O:26])[CH2:20][CH2:19]3)[C:4]3[CH:3]=[CH:2][CH:1]=[CH:6][C:5]=3[C:7]=2[CH:8]=1. The catalyst class is: 6. (4) Reactant: C(N(CC)CC)C.[F:8][C:9]1[C:14]([F:15])=[CH:13][CH:12]=[CH:11][C:10]=1[C@H:16]1[CH2:22][N:21]2[C:23]([C:26]3([C:29]([F:32])([F:31])[F:30])[CH2:28][CH2:27]3)=[N:24][N:25]=[C:20]2[C@H:19]([NH2:33])[CH2:18][CH2:17]1.[C:34]([N:41]1[CH:45]=[CH:44]N=[CH:42]1)(N1C=CN=C1)=[O:35].[C:46]1(=[O:56])[C:50]2(CCNC[CH2:51]2)[CH2:49][CH2:48][NH:47]1. The catalyst class is: 217. Product: [F:8][C:9]1[C:14]([F:15])=[CH:13][CH:12]=[CH:11][C:10]=1[C@H:16]1[CH2:22][N:21]2[C:23]([C:26]3([C:29]([F:32])([F:30])[F:31])[CH2:27][CH2:28]3)=[N:24][N:25]=[C:20]2[C@H:19]([NH:33][C:34]([N:41]2[CH2:42][CH2:51][C:50]3([C:46](=[O:56])[NH:47][CH2:48][CH2:49]3)[CH2:44][CH2:45]2)=[O:35])[CH2:18][CH2:17]1. (5) Reactant: [C:1]([Br:5])(Br)(Br)[Br:2].C1C=CC(P(C2C=CC=CC=2)C2C=CC=CC=2)=CC=1.[CH2:25]([O:37][C:38]1[CH:39]=[C:40]([CH:43]=[CH:44][C:45]=1[O:46][CH2:47][CH2:48][CH2:49][CH2:50][CH2:51][CH2:52][CH2:53][CH2:54][CH2:55][CH2:56][CH2:57][CH3:58])[CH:41]=O)[CH2:26][CH2:27][CH2:28][CH2:29][CH2:30][CH2:31][CH2:32][CH2:33][CH2:34][CH2:35][CH3:36]. Product: [Br:2][C:1]([Br:5])=[CH:41][C:40]1[CH:43]=[CH:44][C:45]([O:46][CH2:47][CH2:48][CH2:49][CH2:50][CH2:51][CH2:52][CH2:53][CH2:54][CH2:55][CH2:56][CH2:57][CH3:58])=[C:38]([O:37][CH2:25][CH2:26][CH2:27][CH2:28][CH2:29][CH2:30][CH2:31][CH2:32][CH2:33][CH2:34][CH2:35][CH3:36])[CH:39]=1. The catalyst class is: 2. (6) Reactant: C([Li])CCC.Br[C:7]1[CH:12]=[CH:11][CH:10]=[C:9]([Br:13])[N:8]=1.[P:14](Cl)([C:21]1[CH:26]=[CH:25][CH:24]=[CH:23][CH:22]=1)[C:15]1[CH:20]=[CH:19][CH:18]=[CH:17][CH:16]=1.O. Product: [Br:13][C:9]1[CH:10]=[CH:11][CH:12]=[C:7]([P:14]([C:21]2[CH:22]=[CH:23][CH:24]=[CH:25][CH:26]=2)[C:15]2[CH:20]=[CH:19][CH:18]=[CH:17][CH:16]=2)[N:8]=1. The catalyst class is: 2. (7) Reactant: N[C:2]1[CH:7]=[CH:6][C:5]([C:8]2[O:12][C:11]([CH3:14])([CH3:13])[C:10](=[O:15])[C:9]=2[C:16]2[CH:21]=[CH:20][C:19]([O:22][CH2:23][C:24]3[CH:33]=[CH:32][C:31]4[C:26](=[CH:27][CH:28]=[CH:29][CH:30]=4)[N:25]=3)=[CH:18][CH:17]=2)=[CH:4][CH:3]=1.Cl.N([O-])=O.[Na+]. Product: [CH3:13][C:11]1([CH3:14])[C:10](=[O:15])[C:9]([C:16]2[CH:17]=[CH:18][C:19]([O:22][CH2:23][C:24]3[CH:33]=[CH:32][C:31]4[C:26](=[CH:27][CH:28]=[CH:29][CH:30]=4)[N:25]=3)=[CH:20][CH:21]=2)=[C:8]([C:5]2[CH:6]=[CH:7][CH:2]=[CH:3][CH:4]=2)[O:12]1. The catalyst class is: 47. (8) Reactant: [CH3:1][O:2][CH2:3][CH2:4][OH:5].[H-].[Na+].[Br:8][C:9]1[C:10]([CH3:16])=[N:11][C:12](Cl)=[CH:13][CH:14]=1. Product: [Br:8][C:9]1[C:10]([CH3:16])=[N:11][C:12]([O:5][CH2:4][CH2:3][O:2][CH3:1])=[CH:13][CH:14]=1. The catalyst class is: 1.